From a dataset of Drug-target binding data from BindingDB using Kd measurements. Regression. Given a target protein amino acid sequence and a drug SMILES string, predict the binding affinity score between them. We predict pKd (pKd = -log10(Kd in M); higher means stronger binding). Dataset: bindingdb_kd. (1) The compound is CC1(C)[C@@H](O[C@H]2O[C@H](C(=O)O)[C@@H](O)[C@H](O)[C@H]2O[C@@H]2O[C@H](C(=O)O)[C@@H](O)[C@H](O)[C@H]2O)CC[C@@]2(C)[C@H]1CC[C@]1(C)[C@@H]2C(=O)C=C2[C@@H]3C[C@@](C)(C(=O)O)CC[C@]3(C)CC[C@]21C. The target protein (P09429) has sequence MGKGDPKKPRGKMSSYAFFVQTCREEHKKKHPDASVNFSEFSKKCSERWKTMSAKEKGKFEDMAKADKARYEREMKTYIPPKGETKKKFKDPNAPKRPPSAFFLFCSEYRPKIKGEHPGLSIGDVAKKLGEMWNNTAADDKQPYEKKAAKLKEKYEKDIAAYRAKGKPDAAKKGVVKAEKSKKKKEEEEDEEDEEDEEEEEDEEDEDEEEDDDDE. The pKd is 3.8. (2) The compound is C[C@]12CC[C@H](O)C[C@H]1CC[C@@H]1[C@@H]2CC[C@]2(C)[C@@H](C3=CC(=O)OC3)[C@@H](O)C[C@]12O. The target protein (Q9HYR3) has sequence MNAKEILVHSLRLLENGDARGWCDLFHPEGVLEFPYAPPGWKTRFEGRETIWAHMRLFPEHLTVRFTDVQFYETADPDLAIGEFHGDGVATVSGGKLAQDYISVLRTRDGQILLYRDFWNPLRHLEALGGVEAAAKIVQGA. The pKd is 5.5. (3) The drug is CC1=NN(C(=O)c2ccc(C(C)(C)C)cc2)C(=O)C1/N=N/c1ccc(S(=O)(=O)Nc2ncccn2)cc1. The target protein sequence is SNIEQYIHDLDSNSFELDLQFSEDEKRLLLEKQAGGNPWHQFVENNLILKMGPVDKRKGLFARRRQLLLTEGPHLYYVDPVNKVLKGEIPWSQELRPEAKNFKTFFVHTPNRTYYLMDPSGNAHKWCRKIQEVWRQRYQSHPDAAVQ. The pKd is 5.8. (4) The compound is Cc1ccc(F)c(NC(=O)Nc2ccc(-c3cccc4[nH]nc(N)c34)cc2)c1. The target is PFCDPK1(Pfalciparum). The pKd is 5.0. (5) The compound is CCn1c(-c2nonc2N)nc2c(C#CC(C)(C)O)ncc(OC[C@H]3CCCNC3)c21. The target protein (Q15746) has sequence MGDVKLVASSHISKTSLSVDPSRVDSMPLTEAPAFILPPRNLCIKEGATAKFEGRVRGYPEPQVTWHRNGQPITSGGRFLLDCGIRGTFSLVIHAVHEEDRGKYTCEATNGSGARQVTVELTVEGSFAKQLGQPVVSKTLGDRFSAPAVETRPSIWGECPPKFATKLGRVVVKEGQMGRFSCKITGRPQPQVTWLKGNVPLQPSARVSVSEKNGMQVLEIHGVNQDDVGVYTCLVVNGSGKASMSAELSIQGLDSANRSFVRETKATNSDVRKEVTNVISKESKLDSLEAAAKSKNCSSPQRGGSPPWAANSQPQPPRESKLESCKDSPRTAPQTPVLQKTSSSITLQAARVQPEPRAPGLGVLSPSGEERKRPAPPRPATFPTRQPGLGSQDVVSKAANRRIPMEGQRDSAFPKFESKPQSQEVKENQTVKFRCEVSGIPKPEVAWFLEGTPVRRQEGSIEVYEDAGSHYLCLLKARTRDSGTYSCTASNAQGQLSCSW.... The pKd is 5.0. (6) The drug is CC(=O)N[C@H](C(=O)N1C[C@H](O)C[C@H]1C(=O)NCc1ccc(-c2scnc2C)cc1)c1ccccc1. The target protein (P40337) has sequence MPRRAENWDEAEVGAEEAGVEEYGPEEDGGEESGAEESGPEESGPEELGAEEEMEAGRPRPVLRSVNSREPSQVIFCNRSPRVVLPVWLNFDGEPQPYPTLPPGTGRRIHSYRGHLWLFRDAGTHDGLLVNQTELFVPSLNVDGQPIFANITLPVYTLKERCLQVVRSLVKPENYRRLDIVRSLYEDLEDHPNVQKDLERLTQERIAHQRMGD. The pKd is 6.1. (7) The drug is Cc1sc2c(c1C)C(c1ccc(Cl)cc1)=N[C@@H](CC(=O)OC(C)(C)C)c1nnc(C)n1-2. The target protein sequence is NPPPPETSNPNKPKRQTNQLQYLLRVVLKTLWKHQFAWPFQQPVDAVKLNLPDYYKIIKTPMDMGTIKKRLENNYYWNAQECIQDFNTMFTNCYIFNKPGDDIVLMAEALEKLFLQKINELPT. The pKd is 7.2. (8) The small molecule is CC(C)(C)c1cc(=O)[nH]c(SCC(=O)c2ccc(S(N)(=O)=O)cc2)n1. The target protein (P00916) has sequence MASPDWGYDDKNGPEQWSKLYPIANGNNQSPVDIKTSEAKHDTSLKPISVSYNPATAKEIINVGHSFHVNFEDNDNRSVLKGGPFSDSYRLFQFHFHWGSSNEYGSEHTVDGVKYSSELHIVHWNSAKYSSLAEAVSKADGLAVIGVLMKVGEANPKLQKVLDALHAIKTKGKRAPFTNFDPSTLLPSSLDFWTYSGSLTHPPLYESVTWIICKESISVSSEQLAQFRSLLSNVEGSNPVPIQRNNRPTQPLKGRTVRASF. The pKd is 8.7.